Dataset: Reaction yield outcomes from USPTO patents with 853,638 reactions. Task: Predict the reaction yield, written as a fraction of the theoretical maximum amount of product (1.0 means a 100% yield; for example, 0.34 means a 34% yield). (1) The reactants are [Br:1][C:2]1[CH:7]=[CH:6][C:5]([OH:8])=[CH:4][CH:3]=1.[H-].[Na+].Cl[CH2:12][C:13]1([CH3:17])[CH2:16][O:15][CH2:14]1. The catalyst is CN(C)C=O. The product is [Br:1][C:2]1[CH:7]=[CH:6][C:5]([O:8][CH2:12][C:13]2([CH3:17])[CH2:16][O:15][CH2:14]2)=[CH:4][CH:3]=1. The yield is 0.870. (2) The catalyst is CC(C)=O.O. The yield is 0.640. The reactants are [OH:1][C:2]1[CH:3]=[C:4]([NH:10][C:11](=[O:17])[O:12][C:13]([CH3:16])([CH3:15])[CH3:14])[CH:5]=[C:6]([O:8][CH3:9])[CH:7]=1.C(=O)([O-])[O-].[K+].[K+].Br[CH2:25][CH2:26][CH2:27][C:28]([O:30][CH2:31][CH3:32])=[O:29].[I-].[K+]. The product is [C:13]([O:12][C:11]([NH:10][C:4]1[CH:3]=[C:2]([CH:7]=[C:6]([O:8][CH3:9])[CH:5]=1)[O:1][CH2:25][CH2:26][CH2:27][C:28]([O:30][CH2:31][CH3:32])=[O:29])=[O:17])([CH3:16])([CH3:15])[CH3:14]. (3) The reactants are [NH:1]1[CH2:6][CH2:5][CH:4]([N:7]2[C:16]3[C:11](=[CH:12][N:13]=[C:14]4[N:19]([CH2:20][O:21][CH2:22][CH2:23][Si:24]([CH3:27])([CH3:26])[CH3:25])[CH:18]=[CH:17][C:15]4=3)[C:10](=[O:28])[CH:9]=[CH:8]2)[CH2:3][CH2:2]1.[Cl:29][C:30]1[S:34][C:33]([CH:35]=O)=[CH:32][CH:31]=1.B.N1C=CC=CC=1C.C(O)(=O)C. The yield is 0.750. The product is [Cl:29][C:30]1[S:34][C:33]([CH2:35][N:1]2[CH2:6][CH2:5][CH:4]([N:7]3[C:16]4[C:11](=[CH:12][N:13]=[C:14]5[N:19]([CH2:20][O:21][CH2:22][CH2:23][Si:24]([CH3:25])([CH3:27])[CH3:26])[CH:18]=[CH:17][C:15]5=4)[C:10](=[O:28])[CH:9]=[CH:8]3)[CH2:3][CH2:2]2)=[CH:32][CH:31]=1. The catalyst is CO. (4) The reactants are [Br:1][C:2]1[CH:3]=[C:4]([O:10][C:11]2[C:12]([CH3:17])=[N:13][CH:14]=[CH:15][CH:16]=2)[C:5]([C:8]#[N:9])=[N:6][CH:7]=1.[OH:18]S(O)(=O)=O.[OH-].[Na+]. The catalyst is O. The product is [Br:1][C:2]1[CH:3]=[C:4]([O:10][C:11]2[C:12]([CH3:17])=[N:13][CH:14]=[CH:15][CH:16]=2)[C:5]([C:8]([NH2:9])=[O:18])=[N:6][CH:7]=1. The yield is 0.690. (5) The reactants are [F:1][C:2]1[CH:3]=[CH:4][C:5]([O:22][CH3:23])=[C:6]2[C:10]=1[NH:9][N:8]=[C:7]2[N:11]1C(=O)C2C(=CC=CC=2)C1=O.O.NN. The yield is 0.600. The product is [F:1][C:2]1[CH:3]=[CH:4][C:5]([O:22][CH3:23])=[C:6]2[C:10]=1[NH:9][N:8]=[C:7]2[NH2:11]. The catalyst is C(O)C. (6) The reactants are [CH3:1][O:2][C:3](=[O:18])[C:4]1[CH:9]=[CH:8][C:7]([O:10][C:11]2[N:12]=[N:13][C:14](Cl)=[CH:15][CH:16]=2)=[CH:6][CH:5]=1.C([O-])(=[O:21])C.[K+]. The catalyst is C(O)(=O)C. The product is [CH3:1][O:2][C:3](=[O:18])[C:4]1[CH:9]=[CH:8][C:7]([O:10][C:11]2[CH:16]=[CH:15][C:14](=[O:21])[NH:13][N:12]=2)=[CH:6][CH:5]=1. The yield is 0.430.